From a dataset of Reaction yield outcomes from USPTO patents with 853,638 reactions. Predict the reaction yield, written as a fraction of the theoretical maximum amount of product (1.0 means a 100% yield; for example, 0.34 means a 34% yield). (1) The reactants are [CH2:1]([O:8][C:9]1[C:24]([O:25][CH3:26])=[CH:23][C:12]([CH2:13][C:14]2[C:22]3[C:17](=[N:18][CH:19]=[CH:20][CH:21]=3)[NH:16][CH:15]=2)=[C:11]([F:27])[CH:10]=1)[C:2]1[CH:7]=[CH:6][CH:5]=[CH:4][CH:3]=1.[H-].[Na+].[CH:30]([Si:33](Cl)([CH:37]([CH3:39])[CH3:38])[CH:34]([CH3:36])[CH3:35])([CH3:32])[CH3:31].O. The catalyst is CN(C)C=O. The product is [CH2:1]([O:8][C:9]1[C:24]([O:25][CH3:26])=[CH:23][C:12]([CH2:13][C:14]2[C:22]3[C:17](=[N:18][CH:19]=[CH:20][CH:21]=3)[N:16]([Si:33]([CH:37]([CH3:39])[CH3:38])([CH:34]([CH3:36])[CH3:35])[CH:30]([CH3:32])[CH3:31])[CH:15]=2)=[C:11]([F:27])[CH:10]=1)[C:2]1[CH:3]=[CH:4][CH:5]=[CH:6][CH:7]=1. The yield is 0.660. (2) The reactants are [OH:1][CH2:2][C:3]1[CH:11]=[C:10]2[N:6]([CH2:7][CH2:8][CH2:9]2)[C:5](=[O:12])[CH:4]=1. The catalyst is CC(C)=O. The product is [O:12]=[C:5]1[CH:4]=[C:3]([CH:2]=[O:1])[CH:11]=[C:10]2[N:6]1[CH2:7][CH2:8][CH2:9]2. The yield is 1.01. (3) The reactants are [CH2:1]([O:8][C:9]1[CH:14]=[CH:13][N:12]([C:15]2[CH:23]=[C:22]3[C:18]([C:19]4[CH2:28][CH2:27][N:26]([C:29](=[O:32])[CH2:30][Cl:31])[CH2:25][C:20]=4[N:21]3[CH3:24])=[CH:17][CH:16]=2)[C:11](=[O:33])[CH:10]=1)[C:2]1[CH:7]=[CH:6][CH:5]=[CH:4][CH:3]=1.[NH:34]1[CH2:38][CH2:37][CH2:36][CH2:35]1.C([O-])([O-])=O.[K+].[K+]. The catalyst is CN(C=O)C.C(Cl)Cl. The product is [ClH:31].[CH2:1]([O:8][C:9]1[CH:14]=[CH:13][N:12]([C:15]2[CH:23]=[C:22]3[C:18]([C:19]4[CH2:28][CH2:27][N:26]([C:29](=[O:32])[CH2:30][N:34]5[CH2:38][CH2:37][CH2:36][CH2:35]5)[CH2:25][C:20]=4[N:21]3[CH3:24])=[CH:17][CH:16]=2)[C:11](=[O:33])[CH:10]=1)[C:2]1[CH:7]=[CH:6][CH:5]=[CH:4][CH:3]=1. The yield is 0.600.